This data is from Forward reaction prediction with 1.9M reactions from USPTO patents (1976-2016). The task is: Predict the product of the given reaction. (1) Given the reactants C([O:8][C:9]1[CH:46]=[CH:45][C:12]([O:13][CH2:14][C@@H:15]([OH:44])[CH2:16][NH:17][CH2:18][CH2:19][C:20]2[CH:43]=[CH:42][C:23]([NH:24][CH:25]3[CH2:30][CH2:29][N:28]([C:31]([NH:33][CH2:34][CH2:35][CH2:36][CH2:37][CH2:38][CH2:39][CH2:40][CH3:41])=[O:32])[CH2:27][CH2:26]3)=[CH:22][CH:21]=2)=[CH:11][CH:10]=1)C1C=CC=CC=1.[H][H].[CH2:49]([OH:51])[CH3:50], predict the reaction product. The product is: [CH2:34]([NH:33][C:31]([N:28]1[CH2:27][CH2:26][CH:25]([N:24]([C:49](=[O:51])[CH3:50])[C:23]2[CH:42]=[CH:43][C:20]([CH2:19][CH2:18][NH:17][CH2:16][C@H:15]([OH:44])[CH2:14][O:13][C:12]3[CH:11]=[CH:10][C:9]([OH:8])=[CH:46][CH:45]=3)=[CH:21][CH:22]=2)[CH2:30][CH2:29]1)=[O:32])[CH2:35][CH2:36][CH2:37][CH2:38][CH2:39][CH2:40][CH3:41]. (2) Given the reactants CN(C)/[CH:3]=[CH:4]/[C:5]1[C:10]([C:11]([F:14])([F:13])[F:12])=[CH:9][CH:8]=[CH:7][C:6]=1[N+:15]([O-])=O.Cl, predict the reaction product. The product is: [F:14][C:11]([F:12])([F:13])[C:10]1[CH:9]=[CH:8][CH:7]=[C:6]2[C:5]=1[CH:4]=[CH:3][NH:15]2. (3) Given the reactants [N:1]([CH2:4][CH2:5][C:6]1[C:7]([O:14][CH2:15][CH2:16][O:17][CH:18]2[CH:23]([C:24]3[CH:29]=[CH:28][C:27]([O:30][CH2:31][CH2:32][CH2:33][O:34][CH2:35][C:36]4[CH:41]=[CH:40][CH:39]=[CH:38][C:37]=4[O:42][CH3:43])=[CH:26][CH:25]=3)[CH2:22][CH2:21][N:20]([C:44]([O:46][C:47]([CH3:50])([CH3:49])[CH3:48])=[O:45])[CH2:19]2)=[N:8][C:9]([CH3:13])=[N:10][C:11]=1[Cl:12])=[N+]=[N-].O.C1(P(C2C=CC=CC=2)C2C=CC=CC=2)C=CC=CC=1.[C:71](OC(=O)C)(=[O:73])[CH3:72], predict the reaction product. The product is: [C:71]([NH:1][CH2:4][CH2:5][C:6]1[C:7]([O:14][CH2:15][CH2:16][O:17][CH:18]2[CH:23]([C:24]3[CH:29]=[CH:28][C:27]([O:30][CH2:31][CH2:32][CH2:33][O:34][CH2:35][C:36]4[CH:41]=[CH:40][CH:39]=[CH:38][C:37]=4[O:42][CH3:43])=[CH:26][CH:25]=3)[CH2:22][CH2:21][N:20]([C:44]([O:46][C:47]([CH3:50])([CH3:49])[CH3:48])=[O:45])[CH2:19]2)=[N:8][C:9]([CH3:13])=[N:10][C:11]=1[Cl:12])(=[O:73])[CH3:72]. (4) Given the reactants [ClH:1].[CH:2]1[C:11]2[C:6](=[C:7]([NH:12][CH:13]3[CH2:18][CH2:17][NH:16][CH2:15][CH2:14]3)[CH:8]=[CH:9][CH:10]=2)[CH:5]=[CH:4][N:3]=1.C(=O)([O-])[O-].[K+].[K+].Br[CH2:26][CH2:27][O:28]C1CCCCO1.CC(C)=O, predict the reaction product. The product is: [ClH:1].[OH:28][CH2:27][CH2:26][N:16]1[CH2:17][CH2:18][CH:13]([NH:12][C:7]2[CH:8]=[CH:9][CH:10]=[C:11]3[C:6]=2[CH:5]=[CH:4][N:3]=[CH:2]3)[CH2:14][CH2:15]1. (5) The product is: [CH2:1]([O:3][C:4](=[O:12])[C:5]([CH3:7])([S:8][CH2:9][CH2:10][C:14]([F:29])([F:28])[F:13])[CH3:6])[CH3:2]. Given the reactants [CH2:1]([O:3][C:4](=[O:12])[C:5]([S:8][C:9](=O)[CH3:10])([CH3:7])[CH3:6])[CH3:2].[F:13][C:14]([F:29])([F:28])CCOS(C1C=CC(C)=CC=1)(=O)=O.C[O-].[Na+], predict the reaction product.